Dataset: Reaction yield outcomes from USPTO patents with 853,638 reactions. Task: Predict the reaction yield, written as a fraction of the theoretical maximum amount of product (1.0 means a 100% yield; for example, 0.34 means a 34% yield). (1) The reactants are [N:1]1([C:11](=[O:16])[C:12]([F:15])([F:14])[F:13])[C:10]2[C:5](=[CH:6][CH:7]=[CH:8][CH:9]=2)[CH2:4][CH2:3][CH2:2]1.[S:17]([Cl:21])(=O)(=[O:19])[OH:18]. The catalyst is O. The product is [F:13][C:12]([F:14])([F:15])[C:11]([N:1]1[C:10]2[C:5](=[CH:6][C:7]([S:17]([Cl:21])(=[O:19])=[O:18])=[CH:8][CH:9]=2)[CH2:4][CH2:3][CH2:2]1)=[O:16]. The yield is 0.210. (2) The yield is 0.200. The catalyst is CN(C)C=O. The product is [CH:22]([C:25]1[N:29]=[C:28]([CH:30]2[CH2:35][CH2:34][N:33]([C:2]3[C:7]([C:8](=[O:10])[CH3:9])=[C:6]([O:11][C:12]4[CH:17]=[CH:16][C:15]([S:18]([CH3:21])(=[O:20])=[O:19])=[CH:14][CH:13]=4)[N:5]=[CH:4][N:3]=3)[CH2:32][CH2:31]2)[O:27][N:26]=1)([CH3:24])[CH3:23]. The reactants are Cl[C:2]1[C:7]([C:8](=[O:10])[CH3:9])=[C:6]([O:11][C:12]2[CH:17]=[CH:16][C:15]([S:18]([CH3:21])(=[O:20])=[O:19])=[CH:14][CH:13]=2)[N:5]=[CH:4][N:3]=1.[CH:22]([C:25]1[N:29]=[C:28]([CH:30]2[CH2:35][CH2:34][NH:33][CH2:32][CH2:31]2)[O:27][N:26]=1)([CH3:24])[CH3:23].C(=O)([O-])[O-].[K+].[K+].O. (3) The reactants are [NH2:1][CH2:2][CH2:3][C:4]1[C:12]2[C:7](=[CH:8][CH:9]=[CH:10][CH:11]=2)[NH:6][CH:5]=1.C([O:17][C:18](=[O:55])[CH2:19][CH:20]([NH:24][C:25](=[O:54])[CH:26]([S:34]C(C1C=CC=CC=1)(C1C=CC=CC=1)C1C=CC=CC=1)[CH2:27][C:28]1[CH:33]=[CH:32][CH:31]=[CH:30][CH:29]=1)[C:21](O)=[O:22])(C)(C)C. No catalyst specified. The product is [NH:6]1[C:7]2[C:12](=[CH:11][CH:10]=[CH:9][CH:8]=2)[C:4]([CH2:3][CH2:2][NH:1][C:21](=[O:22])[CH:20]([NH:24][C:25](=[O:54])[CH:26]([SH:34])[CH2:27][C:28]2[CH:33]=[CH:32][CH:31]=[CH:30][CH:29]=2)[CH2:19][C:18]([OH:55])=[O:17])=[CH:5]1. The yield is 0.390. (4) The reactants are [F:1][C:2]([F:27])([C:20]1[CH:25]=[CH:24][C:23](C)=[CH:22][CH:21]=1)[CH2:3][N:4]1[CH2:9][CH2:8][CH:7]([NH:10][C:11]2[C:12]3[CH:19]=[CH:18][NH:17][C:13]=3[N:14]=[CH:15][N:16]=2)[CH2:6][CH2:5]1.[ClH:28].CCOCC. The catalyst is CO. The product is [ClH:28].[Cl:28][C:23]1[CH:24]=[CH:25][C:20]([C:2]([F:27])([F:1])[CH2:3][N:4]2[CH2:9][CH2:8][CH:7]([NH:10][C:11]3[C:12]4[CH:19]=[CH:18][NH:17][C:13]=4[N:14]=[CH:15][N:16]=3)[CH2:6][CH2:5]2)=[CH:21][CH:22]=1. The yield is 0.920.